This data is from Full USPTO retrosynthesis dataset with 1.9M reactions from patents (1976-2016). The task is: Predict the reactants needed to synthesize the given product. (1) Given the product [CH:29]([O:30][C:31](=[O:32])[C:33]1[CH:34]=[CH:35][C:36]([C:39]([F:40])([F:41])[F:42])=[CH:37][C:38]=1[C:13]1[CH:12]=[C:11]2[C:16]([C@H:17]([OH:18])[C@@H:8]([CH2:1][C:2]3[CH:7]=[CH:6][CH:5]=[CH:4][CH:3]=3)[CH2:9][O:10]2)=[CH:15][CH:14]=1)([CH3:28])[CH3:20], predict the reactants needed to synthesize it. The reactants are: [CH2:1]([C@@H:8]1[C@@H:17]([OH:18])[C:16]2[C:11](=[CH:12][C:13](Br)=[CH:14][CH:15]=2)[O:10][CH2:9]1)[C:2]1[CH:7]=[CH:6][CH:5]=[CH:4][CH:3]=1.[C:20](=O)([O-])[O-].[Na+].[Na+].O.C[CH2:28][CH2:29][O:30][C:31]([C:33]1[CH:38]=[CH:37][C:36]([C:39]([F:42])([F:41])[F:40])=[CH:35][C:34]=1B(O)O)=[O:32]. (2) Given the product [Cl:1][C:2]1[CH:3]=[CH:4][C:5]([CH:8]([OH:31])[CH2:9][N:10]2[CH2:15][CH2:14][CH:13]([N:16]3[C:20]4[CH:21]=[CH:22][C:23]([C:25]5[NH:29][N:28]=[N:27][N:26]=5)=[CH:24][C:19]=4[NH:18][C:17]3=[O:30])[CH2:12][CH2:11]2)=[CH:6][CH:7]=1, predict the reactants needed to synthesize it. The reactants are: [Cl:1][C:2]1[CH:7]=[CH:6][C:5]([C:8](=[O:31])[CH2:9][N:10]2[CH2:15][CH2:14][CH:13]([N:16]3[C:20]4[CH:21]=[CH:22][C:23]([C:25]5[NH:29][N:28]=[N:27][N:26]=5)=[CH:24][C:19]=4[NH:18][C:17]3=[O:30])[CH2:12][CH2:11]2)=[CH:4][CH:3]=1.[BH4-].[Na+].O.FC(F)(F)C(O)=O. (3) Given the product [ClH:27].[F:25][C:2]([F:1])([F:26])[C:3]1[CH:8]=[CH:7][N:6]=[C:5]([O:9][CH2:10][CH:11]2[CH2:16][CH:15]3[NH:17][CH:12]2[CH2:13][CH2:14]3)[N:4]=1, predict the reactants needed to synthesize it. The reactants are: [F:1][C:2]([F:26])([F:25])[C:3]1[CH:8]=[CH:7][N:6]=[C:5]([O:9][CH2:10][CH:11]2[CH2:16][CH:15]3[N:17](C(OC(C)(C)C)=O)[CH:12]2[CH2:13][CH2:14]3)[N:4]=1.[ClH:27]. (4) Given the product [OH:2][CH2:1][C:6]1[N:7]=[CH:8][C:9]2[NH:10][C:11]3[C:16]([C:17]=2[CH:18]=1)=[CH:15][CH:14]=[CH:13][CH:12]=3, predict the reactants needed to synthesize it. The reactants are: [C:1]([C:6]1[N:7]=[CH:8][C:9]2[NH:10][C:11]3[C:16]([C:17]=2[CH:18]=1)=[CH:15][CH:14]=[CH:13][CH:12]=3)(OCC)=[O:2].C1COCC1.[BH4-].[Na+]. (5) Given the product [Cl:71][C:65]1[CH:64]=[C:63]([C:60]2[CH:61]=[CH:62][N:58]([CH2:57][C@@H:56]([NH:55][C:7]([C:5]3[N:6]=[C:2]([CH3:1])[NH:3][CH:4]=3)=[O:9])[CH3:72])[N:59]=2)[CH:70]=[CH:69][C:66]=1[C:67]#[N:68], predict the reactants needed to synthesize it. The reactants are: [CH3:1][C:2]1[NH:3][CH:4]=[C:5]([C:7]([OH:9])=O)[N:6]=1.CN(C(ON1N=NC2C1=CC=CC=2)=[N+](C)C)C.F[P-](F)(F)(F)(F)F.Cl.CN(C)CCCN=C=NCC.CCN(C(C)C)C(C)C.[NH2:55][C@@H:56]([CH3:72])[CH2:57][N:58]1[CH:62]=[CH:61][C:60]([C:63]2[CH:70]=[CH:69][C:66]([C:67]#[N:68])=[C:65]([Cl:71])[CH:64]=2)=[N:59]1.